Dataset: Full USPTO retrosynthesis dataset with 1.9M reactions from patents (1976-2016). Task: Predict the reactants needed to synthesize the given product. Given the product [I:1][C:2]1[CH:3]=[CH:4][C:5]2[N:6]([C:8]([CH3:14])=[C:9]([C:11]([N:16]([CH3:17])[CH3:15])=[O:13])[N:10]=2)[CH:7]=1, predict the reactants needed to synthesize it. The reactants are: [I:1][C:2]1[CH:3]=[CH:4][C:5]2[N:6]([C:8]([CH3:14])=[C:9]([C:11]([OH:13])=O)[N:10]=2)[CH:7]=1.[CH3:15][N:16](C(ON1N=NC2C=CC=NC1=2)=[N+](C)C)[CH3:17].F[P-](F)(F)(F)(F)F.C(N(CC)C(C)C)(C)C.CNC.